This data is from Reaction yield outcomes from USPTO patents with 853,638 reactions. The task is: Predict the reaction yield, written as a fraction of the theoretical maximum amount of product (1.0 means a 100% yield; for example, 0.34 means a 34% yield). (1) The reactants are [NH2:1][C:2]1[N:7]=[CH:6][C:5]([O:8][C:9]2[CH:10]=[CH:11][C:12]([F:25])=[C:13]([NH:15][C:16]([C:18]3[N:22]([CH3:23])[N:21]=[C:20]([CH3:24])[CH:19]=3)=[O:17])[CH:14]=2)=[CH:4][CH:3]=1.[N:26]([C:29]([O:31][CH2:32][CH3:33])=[O:30])=[C:27]=[S:28]. The catalyst is CS(C)=O.O. The product is [CH3:23][N:22]1[C:18]([C:16]([NH:15][C:13]2[CH:14]=[C:9]([CH:10]=[CH:11][C:12]=2[F:25])[O:8][C:5]2[CH:4]=[CH:3][C:2]([NH:1][C:27]([NH:26][C:29](=[O:30])[O:31][CH2:32][CH3:33])=[S:28])=[N:7][CH:6]=2)=[O:17])=[CH:19][C:20]([CH3:24])=[N:21]1. The yield is 0.980. (2) The reactants are Cl[C:2]([O:4][CH3:5])=[O:3].[Cl:6][C:7]1[C:8]([C:28]2[N:32]3[CH:33]=[CH:34][CH:35]=[CH:36][C:31]3=[N:30][CH:29]=2)=[N:9][C:10]([NH:13][C:14]2[CH:19]=[CH:18][C:17]([N:20]3[CH2:25][CH2:24][NH:23][CH2:22][CH2:21]3)=[CH:16][C:15]=2[O:26][CH3:27])=[N:11][CH:12]=1.C(N(CC)C(C)C)(C)C. The catalyst is ClCCl. The product is [Cl:6][C:7]1[C:8]([C:28]2[N:32]3[CH:33]=[CH:34][CH:35]=[CH:36][C:31]3=[N:30][CH:29]=2)=[N:9][C:10]([NH:13][C:14]2[CH:19]=[CH:18][C:17]([N:20]3[CH2:21][CH2:22][N:23]([C:2]([O:4][CH3:5])=[O:3])[CH2:24][CH2:25]3)=[CH:16][C:15]=2[O:26][CH3:27])=[N:11][CH:12]=1. The yield is 0.340.